The task is: Predict the reactants needed to synthesize the given product.. This data is from Full USPTO retrosynthesis dataset with 1.9M reactions from patents (1976-2016). Given the product [CH3:11][C:8]([CH3:9])([CH3:10])/[CH:7]=[CH:6]/[C:21]1[O:25][N:24]=[C:23]([C:26]([O:28][CH2:29][CH3:30])=[O:27])[C:22]=1[CH3:31], predict the reactants needed to synthesize it. The reactants are: C([Sn](CCCC)(CCCC)/[CH:6]=[CH:7]/[C:8]([CH3:11])([CH3:10])[CH3:9])CCC.Br[C:21]1[O:25][N:24]=[C:23]([C:26]([O:28][CH2:29][CH3:30])=[O:27])[C:22]=1[CH3:31].